From a dataset of Full USPTO retrosynthesis dataset with 1.9M reactions from patents (1976-2016). Predict the reactants needed to synthesize the given product. (1) Given the product [Cl:1][C:2]1[CH:7]=[CH:6][C:5]([C:8]([CH3:18])([CH3:17])[C:9]([N:11]2[CH2:15][CH2:14][C:13](=[O:16])[CH2:12]2)=[O:10])=[CH:4][CH:3]=1, predict the reactants needed to synthesize it. The reactants are: [Cl:1][C:2]1[CH:7]=[CH:6][C:5]([C:8]([CH3:18])([CH3:17])[C:9]([N:11]2[CH2:15][CH2:14][CH:13]([OH:16])[CH2:12]2)=[O:10])=[CH:4][CH:3]=1.CC(C)=O. (2) Given the product [CH3:1][C:2]1[C:3]2[O:4][C:8]3[C:2]([CH3:1])=[C:3]([OH:4])[CH:5]=[CH:6][C:7]=3[C:13]3([O:15][C:10](=[O:20])[C:11]4[C:12]3=[CH:16][CH:17]=[CH:18][CH:19]=4)[C:5]=2[CH:6]=[CH:7][C:8]=1[OH:9], predict the reactants needed to synthesize it. The reactants are: [CH3:1][C:2]1[C:8]([OH:9])=[CH:7][CH:6]=[CH:5][C:3]=1[OH:4].[C:10]1(=[O:20])[O:15][C:13](=O)[C:12]2=[CH:16][CH:17]=[CH:18][CH:19]=[C:11]12.S([O-])(O)(=O)=O.[K+]. (3) Given the product [CH3:1][O:2][C:3]([CH:5]1[CH2:6][CH2:7][CH:8]([C:11]2[CH:12]=[CH:13][C:14]([CH2:17][CH2:18][CH:19]3[CH2:20][CH2:21][CH:22]([CH2:25][CH2:26][CH3:27])[CH2:23][CH2:24]3)=[CH:15][CH:16]=2)[CH2:9][CH2:10]1)=[O:4], predict the reactants needed to synthesize it. The reactants are: [CH3:1][O:2][C:3]([CH:5]1[CH2:10][CH2:9][CH:8]([C:11]2[CH:16]=[CH:15][C:14]([CH:17]=[CH:18][CH:19]3[CH2:24][CH2:23][CH:22]([CH2:25][CH2:26][CH3:27])[CH2:21][CH2:20]3)=[CH:13][CH:12]=2)[CH2:7][CH2:6]1)=[O:4]. (4) Given the product [CH:14]1([N:11]2[CH2:12][CH2:13][N:8]([C:7]3[CH:2]=[C:3]([NH2:18])[C:4]([NH2:15])=[CH:5][CH:6]=3)[CH2:9][CH2:10]2)[CH2:26][CH2:25][CH2:24][CH2:23]1, predict the reactants needed to synthesize it. The reactants are: F[C:2]1[C:7]([N:8]2[CH2:13][CH2:12][N:11]([CH3:14])[CH2:10][CH2:9]2)=[CH:6][CH:5]=[C:4]([N+:15]([O-])=O)[C:3]=1[NH2:18].Cl.NO.N1C=[CH:26][CH:25]=[CH:24][CH:23]=1.